Dataset: Forward reaction prediction with 1.9M reactions from USPTO patents (1976-2016). Task: Predict the product of the given reaction. (1) Given the reactants [C:1]([O:5][C:6]([N:8]1[CH2:13][CH2:12][N:11]([C:14]2[CH:19]=[CH:18][C:17]([N:20]3[CH2:24][C@H:23]([CH2:25][OH:26])[O:22][C:21]3=[O:27])=[CH:16][C:15]=2[F:28])[CH2:10][CH2:9]1)=[O:7])([CH3:4])([CH3:3])[CH3:2].O[C:30]1[CH:34]=[CH:33][O:32][N:31]=1.C1(P(C2C=CC=CC=2)C2C=CC=CC=2)C=CC=CC=1.CC(OC(/N=N/C(OC(C)C)=O)=O)C, predict the reaction product. The product is: [C:1]([O:5][C:6]([N:8]1[CH2:13][CH2:12][N:11]([C:14]2[CH:19]=[CH:18][C:17]([N:20]3[CH2:24][C@H:23]([CH2:25][O:26][C:30]4[CH:34]=[CH:33][O:32][N:31]=4)[O:22][C:21]3=[O:27])=[CH:16][C:15]=2[F:28])[CH2:10][CH2:9]1)=[O:7])([CH3:4])([CH3:2])[CH3:3]. (2) Given the reactants Br[CH:2]([C:8]1[C:17]2[C:12](=[CH:13][CH:14]=[CH:15][CH:16]=2)[CH:11]=[CH:10][CH:9]=1)[C:3]([O:5][CH2:6][CH3:7])=[O:4].[SH:18][C:19]1[CH:24]=[CH:23][C:22]([OH:25])=[CH:21][CH:20]=1, predict the reaction product. The product is: [CH2:6]([O:5][C:3](=[O:4])[CH:2]([S:18][C:19]1[CH:24]=[CH:23][C:22]([OH:25])=[CH:21][CH:20]=1)[C:8]1[C:17]2[C:12](=[CH:13][CH:14]=[CH:15][CH:16]=2)[CH:11]=[CH:10][CH:9]=1)[CH3:7]. (3) Given the reactants Br[C:2]1[CH:7]=[CH:6][C:5]([C:8]2[C:14]3[CH:15]=[C:16]([O:21][CH3:22])[C:17]([O:19][CH3:20])=[CH:18][C:13]=3[CH2:12][CH:11]([CH3:23])[N:10]([C:24]([NH:26][CH3:27])=[O:25])[N:9]=2)=[CH:4][CH:3]=1.[CH3:28][N:29]1[CH2:32][C:31]2([CH2:35][NH:34][CH2:33]2)[CH2:30]1.CC(C)([O-])C.[Na+].O=O, predict the reaction product. The product is: [CH3:20][O:19][C:17]1[C:16]([O:21][CH3:22])=[CH:15][C:14]2[C:8]([C:5]3[CH:6]=[CH:7][C:2]([N:34]4[CH2:35][C:31]5([CH2:32][N:29]([CH3:28])[CH2:30]5)[CH2:33]4)=[CH:3][CH:4]=3)=[N:9][N:10]([C:24]([NH:26][CH3:27])=[O:25])[CH:11]([CH3:23])[CH2:12][C:13]=2[CH:18]=1. (4) Given the reactants [CH:1]12[N:8](C(OC(C)(C)C)=O)[CH:5]([CH2:6][CH2:7]1)[CH2:4][N:3]([C:16]([O:18][C:19]1([C:23]([F:26])([F:25])[F:24])[CH2:22][CH2:21][CH2:20]1)=[O:17])[CH2:2]2.Cl.O1CCOCC1, predict the reaction product. The product is: [CH:5]12[NH:8][CH:1]([CH2:7][CH2:6]1)[CH2:2][N:3]([C:16]([O:18][C:19]1([C:23]([F:26])([F:24])[F:25])[CH2:22][CH2:21][CH2:20]1)=[O:17])[CH2:4]2. (5) Given the reactants Cl[C:2]1[C:7]([C:8]([NH:10][C@H:11]([C:13]2[CH:25]=[CH:24][C:16]([C:17]([O:19]C(C)(C)C)=[O:18])=[CH:15][CH:14]=2)[CH3:12])=[O:9])=[CH:6][C:5]([Cl:26])=[CH:4][N:3]=1.[Cl:27][C:28]1[CH:33]=[CH:32][C:31]([OH:34])=[CH:30][C:29]=1[CH3:35], predict the reaction product. The product is: [Cl:26][C:5]1[CH:6]=[C:7]([C:8]([NH:10][C@H:11]([C:13]2[CH:14]=[CH:15][C:16]([C:17]([OH:19])=[O:18])=[CH:24][CH:25]=2)[CH3:12])=[O:9])[C:2]([O:34][C:31]2[CH:32]=[CH:33][C:28]([Cl:27])=[C:29]([CH3:35])[CH:30]=2)=[N:3][CH:4]=1.